This data is from Forward reaction prediction with 1.9M reactions from USPTO patents (1976-2016). The task is: Predict the product of the given reaction. (1) Given the reactants [C:1]([C:5]1[CH:29]=[CH:28][C:8]([C:9]([NH:11][C:12]2[C:13]([O:26]C)=[N:14][CH:15]=[C:16]([C:18]3[CH:23]=[CH:22][N:21]=[C:20]([S:24][CH3:25])[N:19]=3)[CH:17]=2)=[O:10])=[CH:7][CH:6]=1)([CH3:4])([CH3:3])[CH3:2], predict the reaction product. The product is: [C:1]([C:5]1[CH:6]=[CH:7][C:8]([C:9]([NH:11][C:12]2[C:13](=[O:26])[NH:14][CH:15]=[C:16]([C:18]3[CH:23]=[CH:22][N:21]=[C:20]([S:24][CH3:25])[N:19]=3)[CH:17]=2)=[O:10])=[CH:28][CH:29]=1)([CH3:4])([CH3:2])[CH3:3]. (2) Given the reactants C([O:5][C:6]([N:8]1[CH2:13][CH:12]=[C:11]([C:14]2[CH:19]=[CH:18][C:17]([N+:20]([O-])=O)=[CH:16][CH:15]=2)[CH2:10][CH2:9]1)=O)(C)(C)C.[CH3:23]CN(CC)CC.C(OC(=O)C)(=O)C, predict the reaction product. The product is: [NH2:20][C:17]1[CH:18]=[CH:19][C:14]([CH:11]2[CH2:12][CH2:13][N:8]([C:6](=[O:5])[CH3:23])[CH2:9][CH2:10]2)=[CH:15][CH:16]=1.